From a dataset of Peptide-MHC class I binding affinity with 185,985 pairs from IEDB/IMGT. Regression. Given a peptide amino acid sequence and an MHC pseudo amino acid sequence, predict their binding affinity value. This is MHC class I binding data. (1) The peptide sequence is AENGWGFYF. The MHC is HLA-A01:01 with pseudo-sequence HLA-A01:01. The binding affinity (normalized) is 0.0847. (2) The peptide sequence is EVFEIIRSY. The MHC is HLA-A29:02 with pseudo-sequence HLA-A29:02. The binding affinity (normalized) is 0.0847. (3) The peptide sequence is GTRAENRTYIY. The MHC is Mamu-A02 with pseudo-sequence Mamu-A02. The binding affinity (normalized) is 0.861.